From a dataset of Forward reaction prediction with 1.9M reactions from USPTO patents (1976-2016). Predict the product of the given reaction. (1) Given the reactants [CH3:1][O:2][CH2:3][N:4]1[C:12]2[C:7](=[CH:8][CH:9]=[CH:10][C:11]=2[NH:13][S:14]([C:17]2[CH:22]=[CH:21][CH:20]=[CH:19][N:18]=2)(=[O:16])=[O:15])[CH:6]=[C:5]1[C:23](O)=[O:24].[CH2:26]([S:33][CH:34]([CH:37]([O:40][CH3:41])[O:38][CH3:39])[CH2:35][NH2:36])[C:27]1[CH:32]=[CH:31][CH:30]=[CH:29][CH:28]=1.C(N(C(C)C)C(C)C)C.F[P-](F)(F)(F)(F)F.N1(OC(N(C)C)=[N+](C)C)C2N=CC=CC=2N=N1, predict the reaction product. The product is: [CH2:26]([S:33][CH:34]([CH:37]([O:38][CH3:39])[O:40][CH3:41])[CH2:35][NH:36][C:23]([C:5]1[N:4]([CH2:3][O:2][CH3:1])[C:12]2[C:7]([CH:6]=1)=[CH:8][CH:9]=[CH:10][C:11]=2[NH:13][S:14]([C:17]1[CH:22]=[CH:21][CH:20]=[CH:19][N:18]=1)(=[O:16])=[O:15])=[O:24])[C:27]1[CH:32]=[CH:31][CH:30]=[CH:29][CH:28]=1. (2) Given the reactants [C:1]([C@H:3]1[C@H:8]2[CH2:9][C@H:7]2[C@H:6]2[C@H:10]3[C@H:20]([CH2:21][CH2:22][C@:4]12[CH3:5])[C@:18]1([CH3:19])[C:13](=[CH:14][C:15](=O)[CH2:16][CH2:17]1)[CH2:12][CH2:11]3)#[N:2].Cl.[NH2:25][OH:26], predict the reaction product. The product is: [C:1]([C@H:3]1[C@H:8]2[CH2:9][C@H:7]2[C@H:6]2[C@H:10]3[C@H:20]([CH2:21][CH2:22][C@:4]12[CH3:5])[C@:18]1([CH3:19])[C:13](=[CH:14][C:15](=[N:25][OH:26])[CH2:16][CH2:17]1)[CH2:12][CH2:11]3)#[N:2]. (3) Given the reactants [CH3:1][C:2]([S:8]([CH3:11])(=[O:10])=[O:9])([CH2:5][CH:6]=[CH2:7])[C:3]#[N:4].C([Li])CCC.CCCCCCC.[F:24][C:25]1[CH:30]=[CH:29][C:28]([N+:31]([O-:33])=[O:32])=[CH:27][C:26]=1/[C:34](=[N:36]/[S@@:37]([C:39]([CH3:42])([CH3:41])[CH3:40])=[O:38])/[CH3:35], predict the reaction product. The product is: [C:3]([C:2]([S:8]([CH2:11][C@:34]([NH:36][S@@:37]([C:39]([CH3:40])([CH3:42])[CH3:41])=[O:38])([C:26]1[CH:27]=[C:28]([N+:31]([O-:33])=[O:32])[CH:29]=[CH:30][C:25]=1[F:24])[CH3:35])(=[O:9])=[O:10])([CH2:5][CH:6]=[CH2:7])[CH3:1])#[N:4].